This data is from Full USPTO retrosynthesis dataset with 1.9M reactions from patents (1976-2016). The task is: Predict the reactants needed to synthesize the given product. (1) Given the product [NH2:1][C:2]1[C:3]([C:16]#[N:17])=[C:4]([C:11]2[O:12][CH:13]=[CH:14][CH:15]=2)[C:5]([C:9]#[N:10])=[C:6]([S:8][CH2:25][CH2:24][C:18]2[CH:23]=[CH:22][CH:21]=[CH:20][CH:19]=2)[N:7]=1, predict the reactants needed to synthesize it. The reactants are: [NH2:1][C:2]1[NH:7][C:6](=[S:8])[C:5]([C:9]#[N:10])=[C:4]([C:11]2[O:12][CH:13]=[CH:14][CH:15]=2)[C:3]=1[C:16]#[N:17].[C:18]1([CH2:24][CH2:25]Br)[CH:23]=[CH:22][CH:21]=[CH:20][CH:19]=1.C[O-].[Na+]. (2) Given the product [CH3:1][O:2][C:25]1[C:26](=[O:22])[NH:18][C:19](=[S:20])[NH:21][CH:24]=1, predict the reactants needed to synthesize it. The reactants are: [CH:1](OCC)=[O:2].C1(=O)OCCC1.CC(C)([O-])C.[K+].[NH2:18][C:19]([NH2:21])=[S:20].[O:22]1[CH2:26][CH2:25][CH2:24]C1.